This data is from Forward reaction prediction with 1.9M reactions from USPTO patents (1976-2016). The task is: Predict the product of the given reaction. (1) Given the reactants O=C1C2C(=CC=CC=2)C(=O)[N:3]1[CH2:12][CH:13]1[CH2:18][CH2:17][CH2:16][CH:15]([NH:19][C:20](=[O:26])[O:21][C:22]([CH3:25])([CH3:24])[CH3:23])[CH2:14]1.O.NN, predict the reaction product. The product is: [NH2:3][CH2:12][CH:13]1[CH2:18][CH2:17][CH2:16][CH:15]([NH:19][C:20](=[O:26])[O:21][C:22]([CH3:24])([CH3:23])[CH3:25])[CH2:14]1. (2) Given the reactants [OH:1][C:2]1[CH:23]=[CH:22][C:5]([C:6]([NH:8][C:9]2[CH:10]=[C:11]([CH:18]=[CH:19][C:20]=2[CH3:21])[C:12]([NH:14][CH:15]2[CH2:17][CH2:16]2)=[O:13])=[O:7])=[CH:4][CH:3]=1.C(=O)([O-])[O-].[K+].[K+].[Br:30][CH2:31][C:32]1[CH:37]=[CH:36][CH:35]=[C:34]([CH2:38]Br)[N:33]=1.O, predict the reaction product. The product is: [Br:30][CH2:31][C:32]1[N:33]=[C:34]([CH2:38][O:1][C:2]2[CH:3]=[CH:4][C:5]([C:6]([NH:8][C:9]3[CH:10]=[C:11]([CH:18]=[CH:19][C:20]=3[CH3:21])[C:12]([NH:14][CH:15]3[CH2:16][CH2:17]3)=[O:13])=[O:7])=[CH:22][CH:23]=2)[CH:35]=[CH:36][CH:37]=1.